This data is from Full USPTO retrosynthesis dataset with 1.9M reactions from patents (1976-2016). The task is: Predict the reactants needed to synthesize the given product. (1) The reactants are: [Na].[Br:2][C:3]1[CH:4]=[C:5]([N+:10]([O-:12])=[O:11])[C:6](Cl)=[N:7][CH:8]=1.[CH2:13]([OH:15])[CH3:14]. Given the product [Br:2][C:3]1[CH:4]=[C:5]([N+:10]([O-:12])=[O:11])[C:6]([O:15][CH2:13][CH3:14])=[N:7][CH:8]=1, predict the reactants needed to synthesize it. (2) Given the product [OH:4][C:5]1[CH:10]=[CH:9][CH:8]=[C:7]([OH:11])[C:6]=1[C:15](=[O:18])[CH2:16][CH3:17], predict the reactants needed to synthesize it. The reactants are: COC[O:4][C:5]1[CH:10]=[CH:9][CH:8]=[C:7]([O:11]COC)[C:6]=1[C:15](=[O:18])[CH2:16][CH3:17].Cl. (3) Given the product [CH3:24][S:21]([N:18]1[CH2:17][CH2:16][N:15]([C@@H:10]([CH2:9][NH:8][C:6](=[O:7])[C:5]2[CH:25]=[CH:26][C:2]([O:1][CH2:28][C:29]3[CH:34]=[CH:33][C:32]([O:35][CH3:36])=[CH:31][CH:30]=3)=[CH:3][CH:4]=2)[C:11]([O:13][CH3:14])=[O:12])[CH2:20][CH2:19]1)(=[O:23])=[O:22], predict the reactants needed to synthesize it. The reactants are: [OH:1][C:2]1[CH:26]=[CH:25][C:5]([C:6]([NH:8][CH2:9][C@H:10]([N:15]2[CH2:20][CH2:19][N:18]([S:21]([CH3:24])(=[O:23])=[O:22])[CH2:17][CH2:16]2)[C:11]([O:13][CH3:14])=[O:12])=[O:7])=[CH:4][CH:3]=1.Br[CH2:28][C:29]1[CH:34]=[CH:33][C:32]([O:35][CH3:36])=[CH:31][CH:30]=1. (4) Given the product [CH3:1][C:2]1[CH:3]=[C:4]([CH:27]=[CH:28][CH:29]=1)[CH2:5][N:6]1[CH2:11][CH2:10][CH2:9][CH2:8][CH:7]1[C:12]([NH:14][C@H:15]([C:17]1[CH:18]=[CH:19][C:20]([C:21]([O-:23])=[O:22])=[CH:25][CH:26]=1)[CH3:16])=[O:13].[Li+:31], predict the reactants needed to synthesize it. The reactants are: [CH3:1][C:2]1[CH:3]=[C:4]([CH:27]=[CH:28][CH:29]=1)[CH2:5][N:6]1[CH2:11][CH2:10][CH2:9][CH2:8][CH:7]1[C:12]([NH:14][C@H:15]([C:17]1[CH:26]=[CH:25][C:20]([C:21]([O:23]C)=[O:22])=[CH:19][CH:18]=1)[CH3:16])=[O:13].O[Li:31].O. (5) Given the product [CH3:1][O:2][C:3]([C:5]1[C:6]2[CH:7]=[CH:8][N:9]([CH2:14][CH2:15][O:16][CH2:27][O:28][CH2:29][CH2:30][O:31][CH3:32])[C:10]=2[CH:11]=[CH:12][CH:13]=1)=[O:4], predict the reactants needed to synthesize it. The reactants are: [CH3:1][O:2][C:3]([C:5]1[C:6]2[CH:7]=[CH:8][N:9]([CH2:14][CH2:15][OH:16])[C:10]=2[CH:11]=[CH:12][CH:13]=1)=[O:4].CCN(C(C)C)C(C)C.Cl[CH2:27][O:28][CH2:29][CH2:30][O:31][CH3:32]. (6) Given the product [CH2:25]([N:24]([CH2:17][C:18]1[CH:23]=[CH:22][CH:21]=[CH:20][CH:19]=1)[CH:5]1[CH2:4][CH:3]([C:8]([O:10][CH2:11][CH3:12])=[O:9])[CH:2]([CH3:1])[CH2:6]1)[C:26]1[CH:31]=[CH:30][CH:29]=[CH:28][CH:27]=1, predict the reactants needed to synthesize it. The reactants are: [CH3:1][CH:2]1[CH2:6][C:5](=O)[CH2:4][CH:3]1[C:8]([O:10][CH2:11][CH3:12])=[O:9].CC(O)=O.[CH2:17]([NH:24][CH2:25][C:26]1[CH:31]=[CH:30][CH:29]=[CH:28][CH:27]=1)[C:18]1[CH:23]=[CH:22][CH:21]=[CH:20][CH:19]=1.C(O[BH-](OC(=O)C)OC(=O)C)(=O)C.[Na+].C([O-])(O)=O.[Na+].